The task is: Predict the product of the given reaction.. This data is from Forward reaction prediction with 1.9M reactions from USPTO patents (1976-2016). (1) Given the reactants [CH2:1]([C:5]([CH2:11][CH2:12][CH2:13][CH3:14])([CH2:8][O:9][CH3:10])[CH2:6][OH:7])[CH2:2][CH2:3][CH3:4].[CH3:15][Si:16](Cl)([CH3:18])[CH3:17], predict the reaction product. The product is: [CH2:1]([C:5]([CH2:11][CH2:12][CH2:13][CH3:14])([CH2:6][O:7][Si:16]([CH3:18])([CH3:17])[CH3:15])[CH2:8][O:9][CH3:10])[CH2:2][CH2:3][CH3:4]. (2) Given the reactants [CH3:1][C:2]1[CH:11]=[CH:10][C:9]([OH:12])=[C:8]2[C:3]=1[CH:4]=[CH:5][CH:6]=[N:7]2.[Cl-].[Cl-].[Cl-].[Al+3].[C:17](Cl)(=[O:19])[CH3:18].Cl.[OH-].[Na+], predict the reaction product. The product is: [OH:12][C:9]1[C:10]([C:17](=[O:19])[CH3:18])=[CH:11][C:2]([CH3:1])=[C:3]2[C:8]=1[N:7]=[CH:6][CH:5]=[CH:4]2. (3) Given the reactants [OH:1][CH2:2][CH:3]([NH:5][C:6]([C:8]1[C:16]2[C:15]([C:17]3[CH:22]=[CH:21][CH:20]=[C:19]([N+:23]([O-:25])=[O:24])[CH:18]=3)=[N:14][CH:13]=[N:12][C:11]=2[N:10]([CH2:26][O:27][CH2:28][CH2:29][Si:30]([CH3:33])([CH3:32])[CH3:31])[CH:9]=1)=[O:7])[CH3:4], predict the reaction product. The product is: [N+:23]([C:19]1[CH:18]=[C:17]([C:15]2[C:16]3[C:8]([C:6]([NH:5][CH:3]([CH3:4])[CH:2]=[O:1])=[O:7])=[CH:9][N:10]([CH2:26][O:27][CH2:28][CH2:29][Si:30]([CH3:31])([CH3:33])[CH3:32])[C:11]=3[N:12]=[CH:13][N:14]=2)[CH:22]=[CH:21][CH:20]=1)([O-:25])=[O:24]. (4) Given the reactants [CH2:1]([N:4]([CH3:11])[C:5](=[O:10])[O:6][CH:7]([CH3:9])[CH3:8])[CH:2]=[CH2:3].B1C2CCCC1CCC2.Cl[C:22]1[CH:27]=[CH:26][N:25]2[N:28]=[CH:29][CH:30]=[C:24]2[N:23]=1.C([O-])([O-])=O.[K+].[K+], predict the reaction product. The product is: [CH3:11][N:4]([CH2:1][CH2:2][CH2:3][C:22]1[CH:27]=[CH:26][N:25]2[N:28]=[CH:29][CH:30]=[C:24]2[N:23]=1)[C:5](=[O:10])[O:6][CH:7]([CH3:9])[CH3:8]. (5) Given the reactants [Cl:1][C:2]1[CH:7]=[C:6]([N+:8]([O-])=O)[CH:5]=[CH:4][C:3]=1[P:11]([CH3:16])(=[O:15])[O:12][CH2:13][CH3:14].[NH4+].[Cl-], predict the reaction product. The product is: [NH2:8][C:6]1[CH:5]=[CH:4][C:3]([P:11]([CH3:16])(=[O:15])[O:12][CH2:13][CH3:14])=[C:2]([Cl:1])[CH:7]=1. (6) Given the reactants C[O:2][C:3]([C:5]1[CH2:9][CH:8]([C:10]2[S:11][C:12]([Br:15])=[CH:13][CH:14]=2)[N:7]([C:16]2[CH:21]=[CH:20][CH:19]=[CH:18][C:17]=2[Cl:22])[N:6]=1)=[O:4].[OH-].[K+].CO, predict the reaction product. The product is: [Br:15][C:12]1[S:11][C:10]([CH:8]2[N:7]([C:16]3[CH:21]=[CH:20][CH:19]=[CH:18][C:17]=3[Cl:22])[N:6]=[C:5]([C:3]([OH:4])=[O:2])[CH2:9]2)=[CH:14][CH:13]=1. (7) Given the reactants C(O[C:4](=[C:11]1[C:19]2[C:14](=[CH:15][CH:16]=[CH:17][CH:18]=2)[NH:13][C:12]1=[O:20])[C:5]1[CH:10]=[CH:9][CH:8]=[CH:7][CH:6]=1)C.[CH3:21][N:22]([CH3:33])[CH2:23][CH2:24][O:25][C:26]1[CH:32]=[CH:31][C:29]([NH2:30])=[CH:28][CH:27]=1, predict the reaction product. The product is: [CH3:21][N:22]([CH3:33])[CH2:23][CH2:24][O:25][C:26]1[CH:32]=[CH:31][C:29]([NH:30]/[C:4](=[C:11]2\[C:12](=[O:20])[NH:13][C:14]3[C:19]\2=[CH:18][CH:17]=[CH:16][CH:15]=3)/[C:5]2[CH:6]=[CH:7][CH:8]=[CH:9][CH:10]=2)=[CH:28][CH:27]=1. (8) Given the reactants [Cl:1][C:2]1[CH:3]=[C:4]([CH:26]=[CH:27][C:28]=1[F:29])[NH:5][C:6]1[C:15]2[C:10](=[CH:11][C:12]([O:24][CH3:25])=[CH:13][C:14]=2[O:16][CH2:17][C@H:18]2[NH:22][CH2:21][C@H:20]([OH:23])[CH2:19]2)[N:9]=[CH:8][N:7]=1.[C:30](O)(=[O:33])[CH2:31][OH:32], predict the reaction product. The product is: [Cl:1][C:2]1[CH:3]=[C:4]([CH:26]=[CH:27][C:28]=1[F:29])[NH:5][C:6]1[C:15]2[C:10](=[CH:11][C:12]([O:24][CH3:25])=[CH:13][C:14]=2[O:16][CH2:17][C@H:18]2[N:22]([C:31](=[O:32])[CH2:30][OH:33])[CH2:21][C@H:20]([OH:23])[CH2:19]2)[N:9]=[CH:8][N:7]=1.